This data is from Reaction yield outcomes from USPTO patents with 853,638 reactions. The task is: Predict the reaction yield, written as a fraction of the theoretical maximum amount of product (1.0 means a 100% yield; for example, 0.34 means a 34% yield). (1) The reactants are [CH3:1][C:2]([CH3:24])([CH3:23])[C:3]([C:5]1[C:13]2[NH:12][C:11](=[O:14])[CH:10]=[N:9][C:8]=2[N:7]([CH2:15][O:16][CH2:17][CH2:18][Si:19]([CH3:22])([CH3:21])[CH3:20])[CH:6]=1)=[O:4].[CH:25]1(O)[CH2:29][CH2:28][CH2:27][CH2:26]1.C(P(CCCC)CCCC)CCC.N(C(OC(C)C)=O)=NC(OC(C)C)=O. The catalyst is O1CCCC1. The product is [CH:25]1([O:14][C:11]2[N:12]=[C:13]3[C:5]([C:3](=[O:4])[C:2]([CH3:24])([CH3:23])[CH3:1])=[CH:6][N:7]([CH2:15][O:16][CH2:17][CH2:18][Si:19]([CH3:20])([CH3:22])[CH3:21])[C:8]3=[N:9][CH:10]=2)[CH2:29][CH2:28][CH2:27][CH2:26]1. The yield is 0.510. (2) The reactants are [C:1]([O:4][C@H:5]([CH3:38])[C@H:6]([NH:14][C:15]([C:17]1([CH2:29][O:30]CC2C=CC=CC=2)[CH2:21][CH2:20][CH2:19][N:18]1[C:22]([O:24][C:25]([CH3:28])([CH3:27])[CH3:26])=[O:23])=[O:16])[C:7](=[O:13])[N:8]1[CH2:12][CH2:11][CH2:10][CH2:9]1)(=[O:3])[CH3:2]. The catalyst is CO.[Pd]. The product is [C:1]([O:4][C@H:5]([CH3:38])[C@H:6]([NH:14][C:15]([C:17]1([CH2:29][OH:30])[CH2:21][CH2:20][CH2:19][N:18]1[C:22]([O:24][C:25]([CH3:27])([CH3:26])[CH3:28])=[O:23])=[O:16])[C:7](=[O:13])[N:8]1[CH2:9][CH2:10][CH2:11][CH2:12]1)(=[O:3])[CH3:2]. The yield is 0.810. (3) The reactants are C(OC([N:8]1[CH2:13][CH2:12][CH:11]([CH2:14][CH2:15][C:16](=[O:38])[NH:17][C:18]2[CH:19]=[C:20]3[C:36](=[O:37])[NH:35][N:34]=[CH:33][C:22]4=[C:23]([C:27]5[CH:32]=[CH:31][CH:30]=[CH:29][CH:28]=5)[NH:24][C:25]([CH:26]=2)=[C:21]34)[CH2:10][CH2:9]1)=O)(C)(C)C.[C:39]([OH:45])([C:41]([F:44])([F:43])[F:42])=[O:40]. The catalyst is C(Cl)Cl. The product is [F:42][C:41]([F:44])([F:43])[C:39]([OH:45])=[O:40].[O:37]=[C:36]1[C:20]2[C:21]3[C:22](=[C:23]([C:27]4[CH:28]=[CH:29][CH:30]=[CH:31][CH:32]=4)[NH:24][C:25]=3[CH:26]=[C:18]([NH:17][C:16](=[O:38])[CH2:15][CH2:14][CH:11]3[CH2:10][CH2:9][NH:8][CH2:13][CH2:12]3)[CH:19]=2)[CH:33]=[N:34][NH:35]1. The yield is 0.820.